The task is: Predict the reactants needed to synthesize the given product.. This data is from Full USPTO retrosynthesis dataset with 1.9M reactions from patents (1976-2016). (1) Given the product [CH3:1][O:2][C:3]1[CH:8]=[CH:7][C:6]([N:9]2[C:10]3[CH:15]=[CH:14][CH:13]=[CH:12][C:11]=3[N:16]=[C:17]2[C:19]2[CH:23]=[CH:22][O:21][C:20]=2[CH3:24])=[CH:5][CH:4]=1, predict the reactants needed to synthesize it. The reactants are: [CH3:1][O:2][C:3]1[CH:8]=[CH:7][C:6]([NH:9][C:10]2[CH:15]=[CH:14][CH:13]=[CH:12][C:11]=2[NH:16][C:17]([C:19]2[CH:23]=[CH:22][O:21][C:20]=2[CH3:24])=O)=[CH:5][CH:4]=1. (2) Given the product [CH3:1][C:2]1[O:6][N:5]=[C:4]([C:7]2[CH:8]=[CH:9][CH:10]=[CH:11][CH:12]=2)[C:3]=1[CH2:13][O:14][C:15]1[N:16]=[CH:17][C:18]([C:19]([N:24]2[CH2:28][CH2:27][CH2:26][CH2:25]2)=[O:21])=[CH:22][CH:23]=1, predict the reactants needed to synthesize it. The reactants are: [CH3:1][C:2]1[O:6][N:5]=[C:4]([C:7]2[CH:12]=[CH:11][CH:10]=[CH:9][CH:8]=2)[C:3]=1[CH2:13][O:14][C:15]1[CH:23]=[CH:22][C:18]([C:19]([OH:21])=O)=[CH:17][N:16]=1.[NH:24]1[CH2:28][CH2:27][CH2:26][CH2:25]1. (3) Given the product [O:56]=[S:53]1(=[O:57])[CH2:52][CH2:51][N:50]([CH2:49][CH2:48][NH:47][C@:14]23[CH2:13][CH2:12][C@@H:11]([CH:9]([N:8]4[CH2:63][CH2:62][O:61][CH2:60][CH2:59]4)[CH3:10])[C@@H:15]2[C@@H:16]2[C@@:29]([CH3:32])([CH2:30][CH2:31]3)[C@@:28]3([CH3:33])[C@@H:19]([C@:20]4([CH3:46])[C@@H:25]([CH2:26][CH2:27]3)[C:24]([CH3:34])([CH3:35])[C:23]([C:36]3[CH:37]=[CH:38][C:39]([C:40]([O:42][CH3:43])=[O:41])=[CH:44][CH:45]=3)=[CH:22][CH2:21]4)[CH2:18][CH2:17]2)[CH2:55][CH2:54]1, predict the reactants needed to synthesize it. The reactants are: OC(C(F)(F)F)=O.[NH2:8][CH:9]([C@H:11]1[C@@H:15]2[C@@H:16]3[C@@:29]([CH3:32])([CH2:30][CH2:31][C@@:14]2([NH:47][CH2:48][CH2:49][N:50]2[CH2:55][CH2:54][S:53](=[O:57])(=[O:56])[CH2:52][CH2:51]2)[CH2:13][CH2:12]1)[C@@:28]1([CH3:33])[C@@H:19]([C@:20]2([CH3:46])[C@@H:25]([CH2:26][CH2:27]1)[C:24]([CH3:35])([CH3:34])[C:23]([C:36]1[CH:45]=[CH:44][C:39]([C:40]([O:42][CH3:43])=[O:41])=[CH:38][CH:37]=1)=[CH:22][CH2:21]2)[CH2:18][CH2:17]3)[CH3:10].Br[CH2:59][CH2:60][O:61][CH2:62][CH2:63]Br.C(N(CC)CC)C.C(C1C=C(C)C=C(C(C)(C)C)N=1)(C)(C)C. (4) Given the product [CH2:7]([C:10]1([S:13]([NH:16][C:20]2[C:21]3[O:25][CH:24]=[CH:23][C:22]=3[C:26]([F:29])=[C:27]([F:28])[C:19]=2[NH:18][C:30]2[CH:35]=[CH:34][C:33]([I:36])=[CH:32][C:31]=2[F:37])(=[O:15])=[O:14])[CH2:12][CH2:11]1)[CH:8]=[CH2:9], predict the reactants needed to synthesize it. The reactants are: C[Si](C)(C)[O-].[K+].[CH2:7]([C:10]1([S:13]([N:16]2[C:20]3[C:21]4[O:25][CH:24]=[CH:23][C:22]=4[C:26]([F:29])=[C:27]([F:28])[C:19]=3[N:18]([C:30]3[CH:35]=[CH:34][C:33]([I:36])=[CH:32][C:31]=3[F:37])C2=O)(=[O:15])=[O:14])[CH2:12][CH2:11]1)[CH:8]=[CH2:9].C(OCC)(=O)C.